From a dataset of Full USPTO retrosynthesis dataset with 1.9M reactions from patents (1976-2016). Predict the reactants needed to synthesize the given product. Given the product [Cl:26][C:27]1[CH:32]=[CH:31][C:30]([F:36])=[C:29]([C:2]2[CH:3]=[C:4]([NH:8][CH:9]([C:13]3[CH:18]=[CH:17][CH:16]=[CH:15][C:14]=3[Cl:19])[C:10]([NH2:12])=[O:11])[CH:5]=[N:6][CH:7]=2)[CH:28]=1, predict the reactants needed to synthesize it. The reactants are: Br[C:2]1[CH:3]=[C:4]([NH:8][CH:9]([C:13]2[CH:18]=[CH:17][CH:16]=[CH:15][C:14]=2[Cl:19])[C:10]([NH2:12])=[O:11])[CH:5]=[N:6][CH:7]=1.C([O-])([O-])=O.[K+].[K+].[Cl:26][C:27]1[CH:28]=[CH:29][C:30]([F:36])=[C:31](B(O)O)[CH:32]=1.